The task is: Predict the product of the given reaction.. This data is from Forward reaction prediction with 1.9M reactions from USPTO patents (1976-2016). (1) Given the reactants [CH3:1][O:2][C:3]1[CH:4]=[C:5]2[C:9](=[CH:10][CH:11]=1)[N:8]([N:12]=O)[CH2:7][CH2:6]2.O.C(=O)([O-])[O-].[NH4+].[NH4+], predict the reaction product. The product is: [CH3:1][O:2][C:3]1[CH:4]=[C:5]2[C:9](=[CH:10][CH:11]=1)[N:8]([NH2:12])[CH2:7][CH2:6]2. (2) Given the reactants C(=O)([O-])[O-].[K+].[K+].[OH:7][C:8]1[CH:13]=[CH:12][CH:11]=[CH:10][C:9]=1[C:14](=[O:16])[CH3:15], predict the reaction product. The product is: [CH2:10]([O:7][C:8]1[CH:13]=[CH:12][CH:11]=[CH:10][C:9]=1[C:14](=[O:16])[CH3:15])[CH2:9][CH:8]=[CH2:13]. (3) Given the reactants [CH3:1][C:2]1[C:3]([NH2:9])=[N:4][C:5]([CH3:8])=[CH:6][N:7]=1.C(N(CC)C(C)C)(C)C.[F:19][CH:20]([F:29])[C:21](O[C:21](=[O:22])[CH:20]([F:29])[F:19])=[O:22], predict the reaction product. The product is: [F:19][CH:20]([F:29])[C:21]([NH:9][C:3]1[C:2]([CH3:1])=[N:7][CH:6]=[C:5]([CH3:8])[N:4]=1)=[O:22]. (4) Given the reactants [CH3:1][C:2]([O:4][C:5]1[S:9][C:8]2[CH2:10][CH2:11][N:12]([CH:14]([C:22]([CH:24]3[CH2:26][CH2:25]3)=[O:23])[C:15]3[CH:16]=[CH:17][CH:18]=[CH:19][C:20]=3[F:21])[CH2:13][C:7]=2[CH:6]=1)=[O:3].[OH:27][P:28]([OH:31])([OH:30])=[O:29], predict the reaction product. The product is: [CH3:1][C:2]([O:4][C:5]1[S:9][C:8]2[CH2:10][CH2:11][N:12]([CH:14]([C:22]([CH:24]3[CH2:26][CH2:25]3)=[O:23])[C:15]3[CH:16]=[CH:17][CH:18]=[CH:19][C:20]=3[F:21])[CH2:13][C:7]=2[CH:6]=1)=[O:3].[P:28]([O-:31])([O-:30])([O-:29])=[O:27]. (5) Given the reactants [C:1](Cl)(=[O:12])[O:2][C:3]1[CH:8]=[CH:7][C:6]([N+:9]([O-:11])=[O:10])=[CH:5][CH:4]=1.[OH:14][CH+:15][C@H:16]1[CH2:20][CH2:19][CH2:18][O:17]1.N1C=CC=CC=1, predict the reaction product. The product is: [C:1](=[O:12])([O:14][CH2:15][C@H:16]1[CH2:20][CH2:19][CH2:18][O:17]1)[O:2][C:3]1[CH:8]=[CH:7][C:6]([N+:9]([O-:11])=[O:10])=[CH:5][CH:4]=1. (6) Given the reactants [CH2:1]([O:8][CH2:9][CH:10]([CH2:22][O:23]CC1C=CC=CC=1)[O:11][CH2:12][CH2:13][NH:14][C:15](=[O:21])[O:16][C:17]([CH3:20])([CH3:19])[CH3:18])[C:2]1[CH:7]=[CH:6][CH:5]=[CH:4][CH:3]=1, predict the reaction product. The product is: [OH:8][CH2:9][CH:10]([CH2:22][OH:23])[O:11][CH2:12][CH2:13][NH:14][C:15](=[O:21])[O:16][C:17]([CH3:18])([CH3:19])[CH3:20].[CH2:1]([O:8][CH2:9][CH:10]([CH2:22][OH:23])[O:11][CH2:12][CH2:13][NH:14][C:15](=[O:21])[O:16][C:17]([CH3:18])([CH3:19])[CH3:20])[C:2]1[CH:3]=[CH:4][CH:5]=[CH:6][CH:7]=1. (7) Given the reactants [N+](C1C=C[N+]([O-])=C2NC=CC=12)([O-])=O.[N+:14]([C:17]1[C:25]2[C:20](=[N+:21]([O-])[CH:22]=[CH:23][CH:24]=2)[NH:19][CH:18]=1)([O-:16])=[O:15].CS([Cl:31])(=O)=O, predict the reaction product. The product is: [Cl:31][C:24]1[CH:23]=[CH:22][N:21]=[C:20]2[NH:19][CH:18]=[C:17]([N+:14]([O-:16])=[O:15])[C:25]=12.